This data is from Full USPTO retrosynthesis dataset with 1.9M reactions from patents (1976-2016). The task is: Predict the reactants needed to synthesize the given product. (1) Given the product [OH:27][C:21]1[CH:20]=[C:19]2[C:24]([C:25](=[O:26])[C:16]([C:15]3[CH:10]=[CH:11][C:12]([OH:28])=[C:13]([N+:6]([O-:9])=[O:7])[CH:14]=3)=[CH:17][O:18]2)=[CH:23][CH:22]=1, predict the reactants needed to synthesize it. The reactants are: S(=O)(=O)(O)O.[N+:6]([O-:9])(O)=[O:7].[CH:10]1[C:15]([C:16]2[C:25](=[O:26])[C:24]3[CH:23]=[CH:22][C:21]([OH:27])=[CH:20][C:19]=3[O:18][CH:17]=2)=[CH:14][CH:13]=[C:12]([OH:28])[CH:11]=1.O. (2) Given the product [OH:3][CH:1]([C:4]1[O:8][C:7]([NH:9][C:10](=[O:27])[CH:11]([NH:15][C:16](=[O:26])[CH2:17][C:18]2[CH:23]=[C:22]([F:24])[CH:21]=[C:20]([F:25])[CH:19]=2)[CH2:12][CH2:13][CH3:14])=[N:6][CH:5]=1)[CH3:2], predict the reactants needed to synthesize it. The reactants are: [C:1]([C:4]1[O:8][C:7]([NH:9][C:10](=[O:27])[CH:11]([NH:15][C:16](=[O:26])[CH2:17][C:18]2[CH:23]=[C:22]([F:24])[CH:21]=[C:20]([F:25])[CH:19]=2)[CH2:12][CH2:13][CH3:14])=[N:6][CH:5]=1)(=[O:3])[CH3:2].[BH4-].[Na+]. (3) Given the product [CH:1]([N:4]1[CH2:9][CH2:8][N:7]([C:10]2[CH:17]=[CH:16][C:13]([C:14]3[NH:39][C:37](=[O:38])[C:36]4[C:35](=[C:43]([O:44][CH3:45])[CH:42]=[CH:41][CH:40]=4)[N:34]=3)=[CH:12][CH:11]=2)[CH2:6][CH2:5]1)([CH3:3])[CH3:2], predict the reactants needed to synthesize it. The reactants are: [CH:1]([N:4]1[CH2:9][CH2:8][N:7]([C:10]2[CH:17]=[CH:16][C:13]([CH:14]=O)=[CH:12][CH:11]=2)[CH2:6][CH2:5]1)([CH3:3])[CH3:2].OS([O-])=O.[Na+].CC1C=CC(S(O)(=O)=O)=CC=1.[NH2:34][C:35]1[C:43]([O:44][CH3:45])=[CH:42][CH:41]=[CH:40][C:36]=1[C:37]([NH2:39])=[O:38].